Dataset: Full USPTO retrosynthesis dataset with 1.9M reactions from patents (1976-2016). Task: Predict the reactants needed to synthesize the given product. (1) Given the product [Si:11]([O:18][CH2:19][C:20](=[O:44])[CH2:21][N:22]1[CH:26]=[C:25]([C:27]2[CH:32]=[C:31]([CH3:33])[CH:30]=[C:29]([NH:34][C:35]3[N:40]=[C:39]([CH:41]([F:42])[F:43])[CH:38]=[CH:37][N:36]=3)[CH:28]=2)[CH:24]=[N:23]1)([C:14]([CH3:15])([CH3:16])[CH3:17])([CH3:13])[CH3:12], predict the reactants needed to synthesize it. The reactants are: C(Cl)(=O)C(Cl)=O.CS(C)=O.[Si:11]([O:18][CH2:19][CH:20]([OH:44])[CH2:21][N:22]1[CH:26]=[C:25]([C:27]2[CH:32]=[C:31]([CH3:33])[CH:30]=[C:29]([NH:34][C:35]3[N:40]=[C:39]([CH:41]([F:43])[F:42])[CH:38]=[CH:37][N:36]=3)[CH:28]=2)[CH:24]=[N:23]1)([C:14]([CH3:17])([CH3:16])[CH3:15])([CH3:13])[CH3:12].C(N(CC)CC)C. (2) Given the product [CH2:1]([O:5][C:6](=[O:19])[C:7]1[CH:8]=[CH:9][C:10]([N:13]2[CH2:14][CH2:15][N:16]([C:28](=[O:29])[C:27]3[CH:31]=[C:32]([N+:35]([O-:37])=[O:36])[CH:33]=[CH:34][C:26]=3[N:20]3[CH2:25][CH2:24][O:23][CH2:22][CH2:21]3)[CH2:17][CH2:18]2)=[CH:11][CH:12]=1)[CH2:2][CH2:3][CH3:4], predict the reactants needed to synthesize it. The reactants are: [CH2:1]([O:5][C:6](=[O:19])[C:7]1[CH:12]=[CH:11][C:10]([N:13]2[CH2:18][CH2:17][NH:16][CH2:15][CH2:14]2)=[CH:9][CH:8]=1)[CH2:2][CH2:3][CH3:4].[N:20]1([C:26]2[CH:34]=[CH:33][C:32]([N+:35]([O-:37])=[O:36])=[CH:31][C:27]=2[C:28](Cl)=[O:29])[CH2:25][CH2:24][O:23][CH2:22][CH2:21]1. (3) Given the product [Cl:1][C:2]1[CH:7]=[C:6]([Cl:8])[CH:5]=[C:4]([C:9]([C:11]2[CH:12]=[N:13][N:14]([C:16]3[CH:21]=[CH:20][CH:19]=[CH:18][CH:17]=3)[CH:15]=2)=[O:10])[C:3]=1[O:22][CH2:24][C:25]([OH:27])=[O:26], predict the reactants needed to synthesize it. The reactants are: [Cl:1][C:2]1[C:3]([OH:22])=[C:4]([C:9]([C:11]2[CH:12]=[N:13][N:14]([C:16]3[CH:21]=[CH:20][CH:19]=[CH:18][CH:17]=3)[CH:15]=2)=[O:10])[CH:5]=[C:6]([Cl:8])[CH:7]=1.Br[CH2:24][C:25]([O:27]CC)=[O:26]. (4) The reactants are: Br[C:2]1[CH:7]=[CH:6][C:5]([NH:8][C:9]2[N:13]=[C:12]([NH2:14])[NH:11][N:10]=2)=[CH:4][C:3]=1[C:15]([F:18])([F:17])[F:16].[F:19][C:20]1[CH:21]=[C:22](B(O)O)[CH:23]=[CH:24][C:25]=1[F:26].C(=O)([O-])[O-].[K+].[K+].[OH-].[NH4+]. Given the product [F:19][C:20]1[CH:21]=[C:22]([C:2]2[CH:7]=[CH:6][C:5]([NH:8][C:9]3[N:13]=[C:12]([NH2:14])[NH:11][N:10]=3)=[CH:4][C:3]=2[C:15]([F:18])([F:17])[F:16])[CH:23]=[CH:24][C:25]=1[F:26], predict the reactants needed to synthesize it. (5) Given the product [CH2:1]([C:5]1([CH3:14])[CH2:10][CH2:9][CH2:8][C:7]([CH3:13])([CH3:12])[NH:6]1)[CH2:2][CH:3]=[CH2:4], predict the reactants needed to synthesize it. The reactants are: [CH2:1]([C:5]1([CH3:14])[CH2:10][C:9](=O)[CH2:8][C:7]([CH3:13])([CH3:12])[NH:6]1)[CH2:2][CH:3]=[CH2:4].[OH-].[K+].O.NN.C(O)COCCO.